This data is from Catalyst prediction with 721,799 reactions and 888 catalyst types from USPTO. The task is: Predict which catalyst facilitates the given reaction. (1) Reactant: [CH3:1][N:2]1[CH:6]=[C:5]([C:7]2[CH:8]=[C:9]3[C:13](=[CH:14][CH:15]=2)[NH:12][CH2:11][CH2:10]3)[C:4]([C:16]([F:19])([F:18])[F:17])=[N:3]1.Br[C:21]1[C:25]2[CH2:26][N:27]([C:30](=[O:32])[CH3:31])[CH2:28][CH2:29][C:24]=2[N:23]([CH:33]2[CH2:37][CH2:36][O:35][CH2:34]2)[N:22]=1.COC(C)(C)C.C1(P(C2CCCCC2)C2C=CC=CC=2C2C(OC(C)C)=CC=CC=2OC(C)C)CCCCC1.C(O[Na])(C)(C)C. Product: [CH3:1][N:2]1[CH:6]=[C:5]([C:7]2[CH:8]=[C:9]3[C:13](=[CH:14][CH:15]=2)[N:12]([C:21]2[C:25]4[CH2:26][N:27]([C:30](=[O:32])[CH3:31])[CH2:28][CH2:29][C:24]=4[N:23]([CH:33]4[CH2:37][CH2:36][O:35][CH2:34]4)[N:22]=2)[CH2:11][CH2:10]3)[C:4]([C:16]([F:19])([F:17])[F:18])=[N:3]1. The catalyst class is: 12. (2) Reactant: Cl[C:2]1[N:7]=[CH:6][C:5]([C:8]2[O:12][C:11]([NH:13][CH:14]3[CH2:19][CH2:18][N:17]([C:20]([O:22][C:23]([CH3:26])([CH3:25])[CH3:24])=[O:21])[CH2:16][CH2:15]3)=[N:10][N:9]=2)=[C:4]([NH:27][CH:28]([CH3:30])[CH3:29])[CH:3]=1.[NH2:31][C:32]1[CH:40]=[CH:39][C:35]2[N:36]=[CH:37][S:38][C:34]=2[CH:33]=1.CC1(C)C2C(=C(P(C3C=CC=CC=3)C3C=CC=CC=3)C=CC=2)OC2C(P(C3C=CC=CC=3)C3C=CC=CC=3)=CC=CC1=2.C([O-])([O-])=O.[Na+].[Na+]. Product: [S:38]1[C:34]2[CH:33]=[C:32]([NH:31][C:2]3[N:7]=[CH:6][C:5]([C:8]4[O:12][C:11]([NH:13][CH:14]5[CH2:19][CH2:18][N:17]([C:20]([O:22][C:23]([CH3:26])([CH3:25])[CH3:24])=[O:21])[CH2:16][CH2:15]5)=[N:10][N:9]=4)=[C:4]([NH:27][CH:28]([CH3:30])[CH3:29])[CH:3]=3)[CH:40]=[CH:39][C:35]=2[N:36]=[CH:37]1. The catalyst class is: 488. (3) Reactant: [NH2:1][C:2]1[CH:7]=[CH:6][CH:5]=[CH:4][C:3]=1[CH2:8][NH:9][CH:10]1[CH2:15][CH2:14][N:13]([CH2:16][C:17]2[CH:22]=[CH:21][CH:20]=[CH:19][CH:18]=2)[CH2:12][CH2:11]1.[C:23](Br)#[N:24].ClCCl.[OH-].[Na+]. Product: [NH2:24][C:23]1[N:9]([CH:10]2[CH2:11][CH2:12][N:13]([CH2:16][C:17]3[CH:18]=[CH:19][CH:20]=[CH:21][CH:22]=3)[CH2:14][CH2:15]2)[CH2:8][C:3]2[C:2](=[CH:7][CH:6]=[CH:5][CH:4]=2)[N:1]=1. The catalyst class is: 8. (4) Reactant: [C:1]([N:4]1[C:12]2[C:7](=[CH:8][C:9]([O:21][CH3:22])=[C:10]([N:13]3[CH2:18][C@H:17]([CH3:19])[NH:16][C@H:15]([CH3:20])[CH2:14]3)[CH:11]=2)[CH2:6][CH2:5]1)(=[O:3])[CH3:2].C=O.[BH3-][C:26]#N.[Na+]. Product: [C:1]([N:4]1[C:12]2[C:7](=[CH:8][C:9]([O:21][CH3:22])=[C:10]([N:13]3[CH2:18][C@H:17]([CH3:19])[N:16]([CH3:26])[C@H:15]([CH3:20])[CH2:14]3)[CH:11]=2)[CH2:6][CH2:5]1)(=[O:3])[CH3:2]. The catalyst class is: 5.